Task: Regression/Classification. Given a drug SMILES string, predict its absorption, distribution, metabolism, or excretion properties. Task type varies by dataset: regression for continuous measurements (e.g., permeability, clearance, half-life) or binary classification for categorical outcomes (e.g., BBB penetration, CYP inhibition). Dataset: cyp2d6_veith.. Dataset: CYP2D6 inhibition data for predicting drug metabolism from PubChem BioAssay The molecule is COC(=O)[C@@]1(Cc2ccc(OC)cc2)[C@H]2c3cc(C(=O)N4CCCC4)n(C[C@H](O)CO)c3C[C@H]2CN1C(=O)c1ccccc1. The result is 0 (non-inhibitor).